From a dataset of Full USPTO retrosynthesis dataset with 1.9M reactions from patents (1976-2016). Predict the reactants needed to synthesize the given product. (1) Given the product [F:28][C:29]1[CH:34]=[CH:33][C:32]([C:35]([F:38])([F:37])[F:36])=[CH:31][C:30]=1[NH:39][C:40]([NH:1][C:2]1[C:11]2[C:6](=[CH:7][CH:8]=[CH:9][CH:10]=2)[C:5]([O:12][C:13]2[C:22]3[N:21]=[C:20]([C:23]([F:26])([F:25])[F:24])[C:19](=[O:27])[NH:18][C:17]=3[N:16]=[CH:15][CH:14]=2)=[CH:4][CH:3]=1)=[O:41], predict the reactants needed to synthesize it. The reactants are: [NH2:1][C:2]1[C:11]2[C:6](=[CH:7][CH:8]=[CH:9][CH:10]=2)[C:5]([O:12][C:13]2[C:22]3[N:21]=[C:20]([C:23]([F:26])([F:25])[F:24])[C:19](=[O:27])[NH:18][C:17]=3[N:16]=[CH:15][CH:14]=2)=[CH:4][CH:3]=1.[F:28][C:29]1[CH:34]=[CH:33][C:32]([C:35]([F:38])([F:37])[F:36])=[CH:31][C:30]=1[N:39]=[C:40]=[O:41]. (2) Given the product [ClH:15].[NH2:29][C@@H:33]1[CH2:35][CH2:36][CH2:37][C@H:32]1[NH:31][C:12]([C:10]1[S:11][C:5]2[CH2:4][N:3]([CH3:2])[CH2:8][CH2:7][C:6]=2[N:9]=1)=[O:14], predict the reactants needed to synthesize it. The reactants are: [Li+].[CH3:2][N:3]1[CH2:8][CH2:7][C:6]2[N:9]=[C:10]([C:12]([O-:14])=O)[S:11][C:5]=2[CH2:4]1.[ClH:15].CN(C)CCCN=C=NCC.O.O[N:29]1[C:33]2C=[CH:35][CH:36]=[CH:37][C:32]=2[N:31]=N1. (3) Given the product [O:42]=[C:17]1[CH2:18][CH2:19][C:15]2([C:13](=[O:12])[NH:3][C:2](=[O:9])[NH:1][C:35]2=[O:36])[N:16]1[C:20]1[CH:25]=[CH:24][C:23]([O:26][C:27]2[CH:28]=[CH:29][C:30]([C:33]#[N:34])=[CH:31][CH:32]=2)=[N:22][CH:21]=1, predict the reactants needed to synthesize it. The reactants are: [N:1]1[C:2](=[O:9])[NH:3]C(=O)C(=O)C=1.C([O:12][C:13]([C:15]1([C:35](OCC)=[O:36])[CH2:19][CH2:18][CH2:17][N:16]1[C:20]1[CH:21]=[N:22][C:23]([O:26][C:27]2[CH:32]=[CH:31][C:30]([C:33]#[N:34])=[CH:29][CH:28]=2)=[CH:24][CH:25]=1)=O)C.NC(N)=[O:42].